Dataset: Full USPTO retrosynthesis dataset with 1.9M reactions from patents (1976-2016). Task: Predict the reactants needed to synthesize the given product. (1) The reactants are: C1COCC1.[CH3:6][O:7][C:8]1[CH:9]=[C:10]([CH:14]=[C:15]([O:21][CH3:22])[C:16]=1[O:17][CH2:18][C:19]#[CH:20])[C:11](Cl)=[O:12].[CH3:23][CH:24]1[CH2:29][CH2:28][CH2:27][CH2:26][CH:25]1[NH2:30].C(N(CC)CC)C. Given the product [CH3:23][CH:24]1[CH2:29][CH2:28][CH2:27][CH2:26][CH:25]1[NH:30][C:11](=[O:12])[C:10]1[CH:9]=[C:8]([O:7][CH3:6])[C:16]([O:17][CH2:18][C:19]#[CH:20])=[C:15]([O:21][CH3:22])[CH:14]=1, predict the reactants needed to synthesize it. (2) Given the product [CH:12]1([N:15]2[CH2:21][CH2:20][CH2:19][N:18]([C:2]3[N:7]=[CH:6][C:5]([C:8]([O:10][CH3:11])=[O:9])=[CH:4][N:3]=3)[CH2:17][CH2:16]2)[CH2:14][CH2:13]1, predict the reactants needed to synthesize it. The reactants are: Cl[C:2]1[N:7]=[CH:6][C:5]([C:8]([O:10][CH3:11])=[O:9])=[CH:4][N:3]=1.[CH:12]1([N:15]2[CH2:21][CH2:20][CH2:19][NH:18][CH2:17][CH2:16]2)[CH2:14][CH2:13]1.C(N(C(C)C)C(C)C)C. (3) Given the product [C:23]([C:21]1[CH:20]=[CH:19][C:6]([CH2:7][NH:8][C:9](=[O:18])[C:10]2[CH:15]=[CH:14][C:13]([F:16])=[C:12]([CH3:17])[CH:11]=2)=[C:5]([O:4][CH2:3][CH2:2][NH:1][C:28](=[O:29])[C:27]2[CH:31]=[CH:32][CH:33]=[CH:34][C:26]=2[F:25])[CH:22]=1)#[N:24], predict the reactants needed to synthesize it. The reactants are: [NH2:1][CH2:2][CH2:3][O:4][C:5]1[CH:22]=[C:21]([C:23]#[N:24])[CH:20]=[CH:19][C:6]=1[CH2:7][NH:8][C:9](=[O:18])[C:10]1[CH:15]=[CH:14][C:13]([F:16])=[C:12]([CH3:17])[CH:11]=1.[F:25][C:26]1[CH:34]=[CH:33][CH:32]=[CH:31][C:27]=1[C:28](Cl)=[O:29].N1C=CC=CC=1. (4) Given the product [Cl:1][C:2]1[CH:3]=[CH:4][C:5]([C:6]([N:8]2[CH2:14][C:13]3[CH:15]=[CH:16][CH:17]=[C:18]([OH:19])[C:12]=3[N:11]([CH2:21][C:22]3[CH:27]=[CH:26][C:25]([C:28]([N:30]4[CH2:31][CH:32]=[CH:33][CH2:34]4)=[O:29])=[CH:24][CH:23]=3)[C:10](=[O:35])[CH2:9]2)=[O:7])=[CH:36][CH:37]=1, predict the reactants needed to synthesize it. The reactants are: [Cl:1][C:2]1[CH:37]=[CH:36][C:5]([C:6]([N:8]2[CH2:14][C:13]3[CH:15]=[CH:16][CH:17]=[C:18]([O:19]C)[C:12]=3[N:11]([CH2:21][C:22]3[CH:27]=[CH:26][C:25]([C:28]([N:30]4[CH2:34][CH:33]=[CH:32][CH2:31]4)=[O:29])=[CH:24][CH:23]=3)[C:10](=[O:35])[CH2:9]2)=[O:7])=[CH:4][CH:3]=1.[Br-].[Br-].[Br-].B.